This data is from Full USPTO retrosynthesis dataset with 1.9M reactions from patents (1976-2016). The task is: Predict the reactants needed to synthesize the given product. (1) Given the product [OH:8][CH2:9][CH2:10][N:11]1[CH2:15][C@H:14]([CH:16]([CH3:18])[CH3:17])[N:13]([C:19]2[CH:24]=[CH:23][N:22]3[N:25]=[CH:26][C:27]([C:28]4[CH:29]=[CH:30][C:31]([C:34]5[N:38]=[CH:37][N:36]([CH2:39][O:40][CH2:41][CH2:42][Si:43]([CH3:45])([CH3:44])[CH3:46])[N:35]=5)=[CH:32][CH:33]=4)=[C:21]3[N:20]=2)[C:12]1=[O:47], predict the reactants needed to synthesize it. The reactants are: [Si]([O:8][CH2:9][CH2:10][N:11]1[CH2:15][C@H:14]([CH:16]([CH3:18])[CH3:17])[N:13]([C:19]2[CH:24]=[CH:23][N:22]3[N:25]=[CH:26][C:27]([C:28]4[CH:33]=[CH:32][C:31]([C:34]5[N:38]=[CH:37][N:36]([CH2:39][O:40][CH2:41][CH2:42][Si:43]([CH3:46])([CH3:45])[CH3:44])[N:35]=5)=[CH:30][CH:29]=4)=[C:21]3[N:20]=2)[C:12]1=[O:47])(C(C)(C)C)(C)C.[F-].C([N+](CCCC)(CCCC)CCCC)CCC.O. (2) Given the product [CH3:17][N:18]1[C:22]([CH2:23][NH:24][C:25]2[CH:26]=[C:27]([CH:28]=[CH:29][C:30]=2[CH3:31])[O:32][C:2]2[CH:3]=[CH:4][C:5]3[N:6]([CH:8]=[C:9]([NH:11][C:12]([CH:14]4[CH2:16][CH2:15]4)=[O:13])[N:10]=3)[N:7]=2)=[CH:21][C:20]([CH3:33])=[N:19]1, predict the reactants needed to synthesize it. The reactants are: I[C:2]1[CH:3]=[CH:4][C:5]2[N:6]([CH:8]=[C:9]([NH:11][C:12]([CH:14]3[CH2:16][CH2:15]3)=[O:13])[N:10]=2)[N:7]=1.[CH3:17][N:18]1[C:22]([CH2:23][NH:24][C:25]2[CH:26]=[C:27]([OH:32])[CH:28]=[CH:29][C:30]=2[CH3:31])=[CH:21][C:20]([CH3:33])=[N:19]1.C(=O)([O-])[O-].[K+].[K+]. (3) Given the product [CH3:1][C:2]([CH3:35])([CH2:12][N:13]1[C:14]2[CH:19]=[CH:18][CH:17]=[CH:16][C:15]=2[N:20]=[C:21]1[CH2:22][NH:23][C:24]([O:26][CH2:27][C:28]1[CH:33]=[CH:32][CH:31]=[CH:30][CH:29]=1)=[O:25])[CH2:3][NH:4][C:5](=[O:11])[O:6][C:7]([CH3:10])([CH3:9])[CH3:8], predict the reactants needed to synthesize it. The reactants are: [CH3:1][C:2]([CH3:35])([CH2:12][NH:13][C:14]1[CH:19]=[CH:18][CH:17]=[CH:16][C:15]=1[NH:20][C:21](=O)[CH2:22][NH:23][C:24]([O:26][CH2:27][C:28]1[CH:33]=[CH:32][CH:31]=[CH:30][CH:29]=1)=[O:25])[CH2:3][NH:4][C:5](=[O:11])[O:6][C:7]([CH3:10])([CH3:9])[CH3:8]. (4) Given the product [C:63]([NH:62][CH:59]1[CH2:58][CH2:57][CH2:56][CH2:61][CH2:60]1)([NH:64][CH:65]1[CH2:70][CH2:69][CH2:68][CH2:67][CH2:66]1)=[O:17], predict the reactants needed to synthesize it. The reactants are: CCCCCCCCCCCCCCCC(OC[C@@H](OC(CCCCCCCCCCCCCCC)=O)COC(CCC(O)=O)=O)=[O:17].ON1C(=O)CCC1=O.[CH2:56]1[CH2:61][CH2:60][CH:59]([N:62]=[C:63]=[N:64][CH:65]2[CH2:70][CH2:69][CH2:68][CH2:67][CH2:66]2)[CH2:58][CH2:57]1. (5) Given the product [CH3:1][C:2]1[CH:3]=[CH:4][C:5]([C:6]([NH:8][C:9]2[CH:14]=[CH:13][C:12]([C:15](=[O:22])[CH2:16][CH2:17][C:18]([OH:20])=[O:19])=[CH:11][CH:10]=2)=[O:7])=[CH:23][CH:24]=1, predict the reactants needed to synthesize it. The reactants are: [CH3:1][C:2]1[CH:24]=[CH:23][C:5]([C:6]([NH:8][C:9]2[CH:14]=[CH:13][C:12]([C:15](=[O:22])[CH2:16][CH2:17][C:18]([O:20]C)=[O:19])=[CH:11][CH:10]=2)=[O:7])=[CH:4][CH:3]=1.[OH-].[Na+]. (6) Given the product [CH:1]1([CH2:4][N:5]([CH2:24][CH2:25][CH3:26])[C:6]2[N:11]=[CH:10][N:9]=[C:8]([C:12]([NH:14][C:15]3[CH:20]=[CH:19][C:18]([CH2:21][N:28]([CH2:29][CH2:30][OH:31])[CH3:27])=[CH:17][C:16]=3[CH3:23])=[O:13])[CH:7]=2)[CH2:2][CH2:3]1, predict the reactants needed to synthesize it. The reactants are: [CH:1]1([CH2:4][N:5]([CH2:24][CH2:25][CH3:26])[C:6]2[N:11]=[CH:10][N:9]=[C:8]([C:12]([NH:14][C:15]3[CH:20]=[CH:19][C:18]([CH:21]=O)=[CH:17][C:16]=3[CH3:23])=[O:13])[CH:7]=2)[CH2:3][CH2:2]1.[CH3:27][NH:28][CH2:29][CH2:30][OH:31].C(O[BH-](OC(=O)C)OC(=O)C)(=O)C.